Dataset: Full USPTO retrosynthesis dataset with 1.9M reactions from patents (1976-2016). Task: Predict the reactants needed to synthesize the given product. Given the product [F:1][C:2]1[CH:26]=[CH:25][CH:24]=[C:23]([F:27])[C:3]=1[CH2:4][O:5][C:6]1[C:7]2[N:8]([C:13]([C:18]([OH:20])=[O:19])=[C:14]([CH2:16][CH3:17])[N:15]=2)[CH:9]=[C:10]([CH3:12])[CH:11]=1, predict the reactants needed to synthesize it. The reactants are: [F:1][C:2]1[CH:26]=[CH:25][CH:24]=[C:23]([F:27])[C:3]=1[CH2:4][O:5][C:6]1[C:7]2[N:8]([C:13]([C:18]([O:20]CC)=[O:19])=[C:14]([CH2:16][CH3:17])[N:15]=2)[CH:9]=[C:10]([CH3:12])[CH:11]=1.[OH-].[Na+].[OH-].[Li+].Cl.